Dataset: Reaction yield outcomes from USPTO patents with 853,638 reactions. Task: Predict the reaction yield, written as a fraction of the theoretical maximum amount of product (1.0 means a 100% yield; for example, 0.34 means a 34% yield). The reactants are [NH2:1][C:2]1[CH:3]=[N:4][O:5][CH:6]=1.N1C=CC=CC=1.Cl[C:14]([O:16][C:17]1[CH:22]=[CH:21][CH:20]=[CH:19][CH:18]=1)=[O:15]. The catalyst is C1COCC1.C(OCC)(=O)C. The product is [O:5]1[CH:6]=[C:2]([NH:1][C:14](=[O:15])[O:16][C:17]2[CH:22]=[CH:21][CH:20]=[CH:19][CH:18]=2)[CH:3]=[N:4]1. The yield is 0.500.